From a dataset of Full USPTO retrosynthesis dataset with 1.9M reactions from patents (1976-2016). Predict the reactants needed to synthesize the given product. Given the product [C:9]([OH:26])(=[O:28])/[CH:10]=[CH:37]/[C:36]([OH:39])=[O:38].[CH2:1]([NH:8][C:9](=[O:26])[CH:10]([N:17]([CH2:18][C:19]1[CH:24]=[CH:23][C:22]([Cl:25])=[CH:21][CH:20]=1)[CH3:29])[C:11]1[CH:16]=[CH:15][CH:14]=[CH:13][CH:12]=1)[C:2]1[CH:7]=[CH:6][CH:5]=[CH:4][CH:3]=1, predict the reactants needed to synthesize it. The reactants are: [CH2:1]([NH:8][C:9](=[O:26])[CH:10]([NH:17][CH2:18][C:19]1[CH:24]=[CH:23][C:22]([Cl:25])=[CH:21][CH:20]=1)[C:11]1[CH:16]=[CH:15][CH:14]=[CH:13][CH:12]=1)[C:2]1[CH:7]=[CH:6][CH:5]=[CH:4][CH:3]=1.C=[O:28].[CH2:29](Cl)CCl.C([BH3-])#N.[C:36]([OH:39])(=[O:38])[CH3:37].